The task is: Predict the reactants needed to synthesize the given product.. This data is from Full USPTO retrosynthesis dataset with 1.9M reactions from patents (1976-2016). Given the product [Br:1][C:2]1[CH:3]=[C:4]2[C:10]([NH2:11])=[N:9][N:8]([CH2:20][C:19]3[CH:22]=[CH:23][C:16]([O:15][CH3:14])=[CH:17][CH:18]=3)[C:5]2=[N:6][CH:7]=1, predict the reactants needed to synthesize it. The reactants are: [Br:1][C:2]1[CH:3]=[C:4]2[C:10]([NH2:11])=[N:9][NH:8][C:5]2=[N:6][CH:7]=1.[H-].[Na+].[CH3:14][O:15][C:16]1[CH:23]=[CH:22][C:19]([CH2:20]Cl)=[CH:18][CH:17]=1.O.